Dataset: Peptide-MHC class I binding affinity with 185,985 pairs from IEDB/IMGT. Task: Regression. Given a peptide amino acid sequence and an MHC pseudo amino acid sequence, predict their binding affinity value. This is MHC class I binding data. The peptide sequence is DEILLDGGAS. The MHC is HLA-B40:01 with pseudo-sequence HLA-B40:01. The binding affinity (normalized) is 0.0140.